From a dataset of Catalyst prediction with 721,799 reactions and 888 catalyst types from USPTO. Predict which catalyst facilitates the given reaction. (1) Reactant: [N:1]([O-:3])=O.[Na+].[C:5]1([NH:11][CH2:12][C:13]([O:15][CH2:16][CH3:17])=[O:14])[CH:10]=[CH:9][CH:8]=[CH:7][CH:6]=1. Product: [N:1]([N:11]([CH2:12][C:13]([O:15][CH2:16][CH3:17])=[O:14])[C:5]1[CH:10]=[CH:9][CH:8]=[CH:7][CH:6]=1)=[O:3]. The catalyst class is: 223. (2) Reactant: [NH2:1][C:2]1[C:11]2[C:6](=[CH:7][CH:8]=[CH:9][C:10]=2[NH2:12])[CH:5]=[CH:4][CH:3]=1.[C:13]1(C)C=CC(S(O)(=O)=O)=CC=1. Product: [NH:1]1[C:2]2=[C:11]3[C:6](=[CH:5][CH:4]=[CH:3]2)[CH:7]=[CH:8][CH:9]=[C:10]3[NH:12][CH2:13]1. The catalyst class is: 11. (3) Reactant: [C:1]([Si:5]([C:48]([CH3:51])([CH3:50])[CH3:49])([C:42]1[CH:47]=[CH:46][CH:45]=[CH:44][CH:43]=1)[O:6][CH2:7][CH:8]([CH3:41])[O:9][C:10]1[CH:11]=[C:12]([O:30][C:31]2[CH:36]=[CH:35][C:34]([S:37]([CH3:40])(=[O:39])=[O:38])=[CH:33][CH:32]=2)[CH:13]=[C:14]2[C:18]=1[NH:17][C:16]([C:19]1[S:20][CH:21]([CH2:24][C:25](OCC)=[O:26])[CH2:22][N:23]=1)=[CH:15]2)([CH3:4])([CH3:3])[CH3:2].[BH4-].[Li+].Cl.C(OCC)(=O)C. Product: [C:48]([Si:5]([C:1]([CH3:2])([CH3:4])[CH3:3])([C:42]1[CH:47]=[CH:46][CH:45]=[CH:44][CH:43]=1)[O:6][CH2:7][CH:8]([CH3:41])[O:9][C:10]1[CH:11]=[C:12]([O:30][C:31]2[CH:32]=[CH:33][C:34]([S:37]([CH3:40])(=[O:38])=[O:39])=[CH:35][CH:36]=2)[CH:13]=[C:14]2[C:18]=1[NH:17][C:16]([C:19]1[S:20][CH:21]([CH2:24][CH2:25][OH:26])[CH2:22][N:23]=1)=[CH:15]2)([CH3:51])([CH3:49])[CH3:50]. The catalyst class is: 188. (4) Reactant: [NH:1]([C:23]([O:25][CH2:26][CH:27]1[C:39]2[C:34](=[CH:35][CH:36]=[CH:37][CH:38]=2)[C:33]2[C:28]1=[CH:29][CH:30]=[CH:31][CH:32]=2)=[O:24])[C@H:2]([C:7]([NH:9][C@H:10]([C:12]([NH:14][C@H:15]([C:20]([OH:22])=[O:21])[CH2:16][CH:17]([CH3:19])[CH3:18])=[O:13])[CH3:11])=[O:8])[CH2:3][CH2:4][S:5][CH3:6].CN(C=O)C.[CH2:45](Br)[C:46]1[CH:51]=[CH:50][CH:49]=[CH:48][CH:47]=1.C(=O)([O-])[O-].[Cs+].[Cs+]. Product: [NH:1]([C:23]([O:25][CH2:26][CH:27]1[C:28]2[C:33](=[CH:32][CH:31]=[CH:30][CH:29]=2)[C:34]2[C:39]1=[CH:38][CH:37]=[CH:36][CH:35]=2)=[O:24])[C@H:2]([C:7]([NH:9][C@H:10]([C:12]([NH:14][C@H:15]([C:20]([O:22][CH2:45][C:46]1[CH:51]=[CH:50][CH:49]=[CH:48][CH:47]=1)=[O:21])[CH2:16][CH:17]([CH3:19])[CH3:18])=[O:13])[CH3:11])=[O:8])[CH2:3][CH2:4][S:5][CH3:6]. The catalyst class is: 6. (5) Reactant: C([O:8][C:9]1[CH:14]=[C:13]([F:15])[CH:12]=[CH:11][C:10]=1[C:16]1[CH:21]=[CH:20][N:19]=[CH:18][C:17]=1[N:22]([CH3:39])[C:23](=[O:38])[C:24]1[CH:29]=[C:28]([C:30]([F:33])([F:32])[F:31])[CH:27]=[C:26]([C:34]([F:37])([F:36])[F:35])[CH:25]=1)C1C=CC=CC=1.[H][H]. Product: [F:15][C:13]1[CH:12]=[CH:11][C:10]([C:16]2[CH:21]=[CH:20][N:19]=[CH:18][C:17]=2[N:22]([CH3:39])[C:23](=[O:38])[C:24]2[CH:25]=[C:26]([C:34]([F:37])([F:36])[F:35])[CH:27]=[C:28]([C:30]([F:31])([F:32])[F:33])[CH:29]=2)=[C:9]([OH:8])[CH:14]=1. The catalyst class is: 19. (6) The catalyst class is: 18. Product: [C:1]([C:3]1([C:6]2[CH:7]=[C:8]([CH:12]=[CH:13][CH:14]=2)[C:9]([NH:15][C@H:16]2[C@H:21]3[C@@H:17]2[O:18][C:19]2[CH:25]=[CH:24][C:23]([O:26][C:27]4[C:28]5[CH2:29][CH2:30][C:31](=[O:37])[NH:32][C:33]=5[N:34]=[CH:35][CH:36]=4)=[CH:22][C:20]=23)=[O:11])[CH2:4][CH2:5]1)#[N:2]. Reactant: [C:1]([C:3]1([C:6]2[CH:7]=[C:8]([CH:12]=[CH:13][CH:14]=2)[C:9]([OH:11])=O)[CH2:5][CH2:4]1)#[N:2].[NH2:15][C@H:16]1[C@H:21]2[C@@H:17]1[O:18][C:19]1[CH:25]=[CH:24][C:23]([O:26][C:27]3[CH:36]=[CH:35][N:34]=[C:33]4[C:28]=3[CH2:29][CH2:30][C:31](=[O:37])[NH:32]4)=[CH:22][C:20]=12.CCN(C(C)C)C(C)C.CN(C(ON1N=NC2C=CC=NC1=2)=[N+](C)C)C.F[P-](F)(F)(F)(F)F. (7) Reactant: C([O:3][C:4]([C:6]1[N:11]=[N:10][C:9]([C:12]2[C:17]3[C:18](=[O:24])[N:19]4[CH:23]([C:16]=3[N:15]=[C:14]([CH2:25][C:26]3[CH:31]=[CH:30][C:29]([F:32])=[CH:28][CH:27]=3)[C:13]=2[C:33]([O:35][CH2:36][CH3:37])=[O:34])[CH2:22][CH2:21][CH2:20]4)=[CH:8][CH:7]=1)=[O:5])C. Product: [CH2:36]([O:35][C:33]([C:13]1[C:14]([CH2:25][C:26]2[CH:27]=[CH:28][C:29]([F:32])=[CH:30][CH:31]=2)=[N:15][C:16]2[CH:23]3[N:19]([C:18](=[O:24])[C:17]=2[C:12]=1[C:9]1[N:10]=[N:11][C:6]([C:4]([OH:5])=[O:3])=[CH:7][CH:8]=1)[CH2:20][CH2:21][CH2:22]3)=[O:34])[CH3:37]. The catalyst class is: 758.